Dataset: Forward reaction prediction with 1.9M reactions from USPTO patents (1976-2016). Task: Predict the product of the given reaction. (1) Given the reactants [Cl:1][C:2]1[CH:3]=[C:4]([NH:9][C:10]2[C:19]3[C:14](=[CH:15][C:16]([O:25][CH2:26][CH2:27][CH:28]4[CH2:31][C:30]5([CH2:36][CH2:35][N:34]([CH3:37])[CH2:33][CH2:32]5)[CH2:29]4)=[C:17]([NH:20][C:21](=[O:24])[CH:22]=[CH2:23])[CH:18]=3)[N:13]=[CH:12][N:11]=2)[CH:5]=[CH:6][C:7]=1[F:8].Cl, predict the reaction product. The product is: [ClH:1].[Cl:1][C:2]1[CH:3]=[C:4]([NH:9][C:10]2[C:19]3[C:14](=[CH:15][C:16]([O:25][CH2:26][CH2:27][CH:28]4[CH2:29][C:30]5([CH2:32][CH2:33][N:34]([CH3:37])[CH2:35][CH2:36]5)[CH2:31]4)=[C:17]([NH:20][C:21](=[O:24])[CH:22]=[CH2:23])[CH:18]=3)[N:13]=[CH:12][N:11]=2)[CH:5]=[CH:6][C:7]=1[F:8]. (2) Given the reactants Cl.[CH2:2]([C:4]1[S:24][C:7]2[N:8]=[C:9]([S:18][CH2:19][C:20]([O:22][CH3:23])=[O:21])[N:10]=[C:11]([N:12]3[CH2:17][CH2:16][NH:15][CH2:14][CH2:13]3)[C:6]=2[CH:5]=1)[CH3:3].C(N(C(C)C)CC)(C)C.[CH3:34][N:35]([CH3:48])[C:36]1[N:41]=[C:40]([N:42]([CH3:44])[CH3:43])[CH:39]=[C:38]([C:45](O)=[O:46])[N:37]=1.CN(C(ON1N=NC2C=CC=NC1=2)=[N+](C)C)C.F[P-](F)(F)(F)(F)F, predict the reaction product. The product is: [CH3:34][N:35]([CH3:48])[C:36]1[N:37]=[C:38]([C:45]([N:15]2[CH2:16][CH2:17][N:12]([C:11]3[C:6]4[CH:5]=[C:4]([CH2:2][CH3:3])[S:24][C:7]=4[N:8]=[C:9]([S:18][CH2:19][C:20]([O:22][CH3:23])=[O:21])[N:10]=3)[CH2:13][CH2:14]2)=[O:46])[CH:39]=[C:40]([N:42]([CH3:44])[CH3:43])[N:41]=1. (3) Given the reactants [Cl:1][C:2]1[CH:3]=[CH:4][C:5]([NH:17][C:18]([NH:20][N:21]=[C:22]([C:24]2[C:28]([OH:29])=[C:27]([C:30]3[CH:35]=[CH:34][C:33]([C:36]([F:39])([F:38])[F:37])=[CH:32][CH:31]=3)[N:26]([CH3:40])[N:25]=2)[CH3:23])=[S:19])=[C:6]([CH:16]=1)[O:7][CH2:8][CH2:9][CH2:10][C:11]([O:13]CC)=[O:12].[OH-].[Na+].Cl, predict the reaction product. The product is: [Cl:1][C:2]1[CH:3]=[CH:4][C:5]([NH:17][C:18]([NH:20][N:21]=[C:22]([C:24]2[C:28]([OH:29])=[C:27]([C:30]3[CH:31]=[CH:32][C:33]([C:36]([F:38])([F:37])[F:39])=[CH:34][CH:35]=3)[N:26]([CH3:40])[N:25]=2)[CH3:23])=[S:19])=[C:6]([CH:16]=1)[O:7][CH2:8][CH2:9][CH2:10][C:11]([OH:13])=[O:12]. (4) The product is: [CH3:39][O:5][C:3]1[CH:2]=[CH:36][C:13]([CH2:14][N:15]2[CH:19]=[C:18]([C:20]3[CH:21]=[C:22]4[N:27]([C:28]5[CH:29]=[C:30]([NH:31][C:55](=[O:57])[C:54]6[CH:58]=[C:59]([S:61]([F:65])([F:63])([F:64])([F:66])[F:62])[CH:60]=[C:52]([N:49]7[CH2:50][CH2:51][N:46]([CH3:45])[CH2:47][CH2:48]7)[CH:53]=6)[CH:32]=[CH:33][C:34]=5[CH3:35])[CH:26]=[CH:25][N:23]4[N:24]=3)[CH:17]=[N:16]2)=[CH:12][CH:11]=1. Given the reactants F[C:2](F)(F)[C:3]([OH:5])=O.COC1C=[CH:36][C:13]([CH2:14][N:15]2[CH:19]=[C:18]([C:20]3[CH:21]=[C:22]4[N:27]([C:28]5[CH:29]=[C:30]([CH:32]=[CH:33][C:34]=5[CH3:35])[NH2:31])[CH:26]=[CH:25][N:23]4[N:24]=3)[CH:17]=[N:16]2)=[CH:12][CH:11]=1.F[C:39](F)(F)C(O)=O.[CH3:45][N:46]1[CH2:51][CH2:50][N:49]([C:52]2[CH:53]=[C:54]([CH:58]=[C:59]([S:61]([F:66])([F:65])([F:64])([F:63])[F:62])[CH:60]=2)[C:55]([OH:57])=O)[CH2:48][CH2:47]1.CN(C(ON1N=NC2C=CC=NC1=2)=[N+](C)C)C.F[P-](F)(F)(F)(F)F.C(N(CC)C(C)C)(C)C.[OH-].[Na+], predict the reaction product. (5) Given the reactants [CH:1]1([CH:7]([NH:17][C:18]2[CH:27]=[CH:26][C:21]([C:22]([O:24][CH3:25])=[O:23])=[CH:20][CH:19]=2)[C:8]2[CH:12]=[C:11]([CH:13]=[O:14])[S:10][C:9]=2[CH2:15][CH3:16])[CH2:6][CH2:5][CH2:4][CH2:3][CH2:2]1.[CH:28]1([Mg]Br)[CH2:33][CH2:32][CH2:31][CH2:30][CH2:29]1.O1CCCC1.[Cl-].[NH4+].CC(OI1(OC(C)=O)(OC(C)=O)OC(=O)C2C=CC=CC1=2)=O.S([O-])([O-])=O.[Na+].[Na+], predict the reaction product. The product is: [CH:1]1([CH:7]([NH:17][C:18]2[CH:27]=[CH:26][C:21]([C:22]([O:24][CH3:25])=[O:23])=[CH:20][CH:19]=2)[C:8]2[CH:12]=[C:11]([C:13]([CH:28]3[CH2:33][CH2:32][CH2:31][CH2:30][CH2:29]3)=[O:14])[S:10][C:9]=2[CH2:15][CH3:16])[CH2:6][CH2:5][CH2:4][CH2:3][CH2:2]1. (6) Given the reactants [N:1]1[C:9]2[C:4](=[N:5][CH:6]=[CH:7][CH:8]=2)[O:3][C:2]=1S.S(Cl)(Cl)=O.[C:15]([O:19][C:20]([N:22]1[CH2:27][CH2:26][CH:25]([NH2:28])[CH2:24][CH2:23]1)=[O:21])([CH3:18])([CH3:17])[CH3:16], predict the reaction product. The product is: [C:15]([O:19][C:20]([N:22]1[CH2:27][CH2:26][CH:25]([NH:28][C:2]2[O:3][C:4]3[C:9]([N:1]=2)=[CH:8][CH:7]=[CH:6][N:5]=3)[CH2:24][CH2:23]1)=[O:21])([CH3:18])([CH3:16])[CH3:17]. (7) Given the reactants BrC1C=CC2C3C(=CC(Br)=CC=3)CC=2C=1.C(Br)C=C.[OH-].[Na+].[Br:22][C:23]1[CH:35]=[CH:34][C:33]2[C:32]3[C:27](=[CH:28][C:29]([Br:36])=[CH:30][CH:31]=3)[C:26]([CH2:43][CH2:44][CH2:45]CC=C)([CH2:37][CH2:38][CH2:39]CC=C)[C:25]=2[CH:24]=1, predict the reaction product. The product is: [Br:22][C:23]1[CH:35]=[CH:34][C:33]2[C:32]3[C:27](=[CH:28][C:29]([Br:36])=[CH:30][CH:31]=3)[C:26]([CH2:43][CH:44]=[CH2:45])([CH2:37][CH:38]=[CH2:39])[C:25]=2[CH:24]=1.